This data is from Full USPTO retrosynthesis dataset with 1.9M reactions from patents (1976-2016). The task is: Predict the reactants needed to synthesize the given product. (1) Given the product [CH:10]1([CH:16]2[CH2:28][C:27]3[C:26]4[C:21](=[CH:22][CH:23]=[C:24]([C:29]([N:36]5[CH2:37][CH2:38][CH:33]([CH3:32])[CH2:34][CH2:35]5)=[O:30])[CH:25]=4)[NH:20][C:19]=3[CH2:18][CH2:17]2)[CH2:11][CH2:12][CH2:13][CH2:14][CH2:15]1, predict the reactants needed to synthesize it. The reactants are: CCN(C(C)C)C(C)C.[CH:10]1([CH:16]2[CH2:28][C:27]3[C:26]4[C:21](=[CH:22][CH:23]=[C:24]([C:29](O)=[O:30])[CH:25]=4)[NH:20][C:19]=3[CH2:18][CH2:17]2)[CH2:15][CH2:14][CH2:13][CH2:12][CH2:11]1.[CH3:32][CH:33]1[CH2:38][CH2:37][NH:36][CH2:35][CH2:34]1.CN(C(ON1N=NC2C=CC=NC1=2)=[N+](C)C)C.F[P-](F)(F)(F)(F)F. (2) Given the product [C:1]([O:4][CH2:5][CH2:6][C:7]1[CH:8]=[CH:9][C:10]([N:13]2[C:17]3[CH:18]=[C:19]([Cl:26])[C:20]([C:22]([F:24])([F:25])[F:23])=[CH:21][C:16]=3[N:15]=[C:14]2[C:27]([NH:30][C:31](=[O:33])[CH3:32])([CH3:29])[CH3:28])=[CH:11][CH:12]=1)(=[O:3])[CH3:2], predict the reactants needed to synthesize it. The reactants are: [C:1]([O:4][CH2:5][CH2:6][C:7]1[CH:12]=[CH:11][C:10]([N:13]2[C:17]3[CH:18]=[C:19]([Cl:26])[C:20]([C:22]([F:25])([F:24])[F:23])=[CH:21][C:16]=3[N:15]=[C:14]2[C:27]([NH2:30])([CH3:29])[CH3:28])=[CH:9][CH:8]=1)(=[O:3])[CH3:2].[C:31](Cl)(=[O:33])[CH3:32].O. (3) Given the product [CH2:1]([C:8]1[CH:13]=[CH:12][CH:11]=[C:10]([N:14]2[CH2:15][C@@H:16]([O:20][CH3:23])[C@H:17]([OH:19])[CH2:18]2)[N:9]=1)[C:2]1[CH:7]=[CH:6][CH:5]=[CH:4][CH:3]=1, predict the reactants needed to synthesize it. The reactants are: [CH2:1]([C:8]1[CH:13]=[CH:12][CH:11]=[C:10]([N:14]2[CH2:18][C@@H:17]([OH:19])[C@H:16]([OH:20])[CH2:15]2)[N:9]=1)[C:2]1[CH:7]=[CH:6][CH:5]=[CH:4][CH:3]=1.[H-].[Na+].[CH3:23]I. (4) Given the product [N:11]1[C:12]2[C:17](=[CH:16][CH:15]=[CH:14][CH:13]=2)[N:18]=[CH:19][C:10]=1[C:6]1[CH:5]=[C:4]([NH2:1])[CH:9]=[CH:8][CH:7]=1, predict the reactants needed to synthesize it. The reactants are: [N+:1]([C:4]1[CH:5]=[C:6]([C:10]2[CH:19]=[N:18][C:17]3[C:12](=[CH:13][CH:14]=[CH:15][CH:16]=3)[N:11]=2)[CH:7]=[CH:8][CH:9]=1)([O-])=O.Cl[Sn]Cl.O.[OH-].[Na+]. (5) Given the product [C:1]([O:5][C:6](=[O:7])[NH:8][CH2:9][C:10]([N:45]1[CH2:44][CH2:43][N:42]([S:47]([C:50]2[CH:51]=[CH:52][C:53]([O:56][CH2:57][C:58]#[C:59][CH3:60])=[CH:54][CH:55]=2)(=[O:49])=[O:48])[CH:41]([C:39](=[O:40])[NH:15][OH:14])[CH2:46]1)=[O:12])([CH3:2])([CH3:3])[CH3:4], predict the reactants needed to synthesize it. The reactants are: [C:1]([O:5][C:6]([NH:8][CH2:9][C:10]([OH:12])=O)=[O:7])([CH3:4])([CH3:3])[CH3:2].O.[OH:14][N:15]1C2C=CC=CC=2N=N1.Cl.CN(C)CCCN=C=NCC.C(O[C:39]([CH:41]1[CH2:46][NH:45][CH2:44][CH2:43][N:42]1[S:47]([C:50]1[CH:55]=[CH:54][C:53]([O:56][CH2:57][C:58]#[C:59][CH3:60])=[CH:52][CH:51]=1)(=[O:49])=[O:48])=[O:40])C. (6) The reactants are: [NH2:1][C:2]1[C:10]([C:11]([OH:13])=[O:12])=[CH:9][CH:8]=[CH:7][C:3]=1[C:4]([OH:6])=[O:5].[CH3:14][C:15](OC(C)=O)=O. Given the product [CH3:14][C:15]1[O:5][C:4](=[O:6])[C:3]2[CH:7]=[CH:8][CH:9]=[C:10]([C:11]([OH:13])=[O:12])[C:2]=2[N:1]=1, predict the reactants needed to synthesize it. (7) Given the product [CH2:1]([O:8][N:9]1[C:14]2[N:15]=[CH:16][N:17]=[CH:18][C:13]=2[C:12]([N:28]2[CH2:33][CH2:32][O:31][CH2:30][CH2:29]2)=[CH:11][C:10]1=[O:20])[C:2]1[CH:7]=[CH:6][CH:5]=[CH:4][CH:3]=1, predict the reactants needed to synthesize it. The reactants are: [CH2:1]([O:8][N:9]1[C:14]2[N:15]=[CH:16][N:17]=[CH:18][C:13]=2[C:12](O)=[CH:11][C:10]1=[O:20])[C:2]1[CH:7]=[CH:6][CH:5]=[CH:4][CH:3]=1.C(N(CC)CC)C.[NH:28]1[CH2:33][CH2:32][O:31][CH2:30][CH2:29]1.